From a dataset of Reaction yield outcomes from USPTO patents with 853,638 reactions. Predict the reaction yield, written as a fraction of the theoretical maximum amount of product (1.0 means a 100% yield; for example, 0.34 means a 34% yield). The reactants are [OH:1][C:2]1[C:11]2[C:6](=[CH:7][CH:8]=[CH:9][CH:10]=2)[N:5]=[CH:4][C:3]=1[C:12]([OH:14])=O.CN(C(ON1N=NC2C=CC=NC1=2)=[N+](C)C)C.F[P-](F)(F)(F)(F)F.CCN(C(C)C)C(C)C.[NH2:48][C:49]1[CH:54]=[CH:53][CH:52]=[CH:51][CH:50]=1. The catalyst is CN(C=O)C. The product is [O:1]=[C:2]1[C:11]2[C:6](=[CH:7][CH:8]=[CH:9][CH:10]=2)[NH:5][CH:4]=[C:3]1[C:12]([NH:48][C:49]1[CH:54]=[CH:53][CH:52]=[CH:51][CH:50]=1)=[O:14]. The yield is 0.450.